Dataset: NCI-60 drug combinations with 297,098 pairs across 59 cell lines. Task: Regression. Given two drug SMILES strings and cell line genomic features, predict the synergy score measuring deviation from expected non-interaction effect. (1) Drug 1: C1C(C(OC1N2C=NC3=C2NC=NCC3O)CO)O. Drug 2: CC1CCCC2(C(O2)CC(NC(=O)CC(C(C(=O)C(C1O)C)(C)C)O)C(=CC3=CSC(=N3)C)C)C. Cell line: UO-31. Synergy scores: CSS=27.6, Synergy_ZIP=-6.36, Synergy_Bliss=-0.940, Synergy_Loewe=-23.6, Synergy_HSA=-2.27. (2) Drug 1: CS(=O)(=O)C1=CC(=C(C=C1)C(=O)NC2=CC(=C(C=C2)Cl)C3=CC=CC=N3)Cl. Drug 2: CCN(CC)CCCC(C)NC1=C2C=C(C=CC2=NC3=C1C=CC(=C3)Cl)OC. Cell line: IGROV1. Synergy scores: CSS=18.5, Synergy_ZIP=5.44, Synergy_Bliss=8.45, Synergy_Loewe=6.72, Synergy_HSA=6.98. (3) Drug 1: CCC1(CC2CC(C3=C(CCN(C2)C1)C4=CC=CC=C4N3)(C5=C(C=C6C(=C5)C78CCN9C7C(C=CC9)(C(C(C8N6C)(C(=O)OC)O)OC(=O)C)CC)OC)C(=O)OC)O.OS(=O)(=O)O. Drug 2: C(CC(=O)O)C(=O)CN.Cl. Cell line: SF-539. Synergy scores: CSS=16.1, Synergy_ZIP=-2.10, Synergy_Bliss=1.53, Synergy_Loewe=3.70, Synergy_HSA=0.960. (4) Drug 1: C1=C(C(=O)NC(=O)N1)N(CCCl)CCCl. Drug 2: C1C(C(OC1N2C=NC(=NC2=O)N)CO)O. Cell line: SN12C. Synergy scores: CSS=40.6, Synergy_ZIP=3.68, Synergy_Bliss=3.72, Synergy_Loewe=3.62, Synergy_HSA=3.96. (5) Drug 1: CCCS(=O)(=O)NC1=C(C(=C(C=C1)F)C(=O)C2=CNC3=C2C=C(C=N3)C4=CC=C(C=C4)Cl)F. Drug 2: C1CN(P(=O)(OC1)NCCCl)CCCl. Cell line: UACC-257. Synergy scores: CSS=49.9, Synergy_ZIP=1.55, Synergy_Bliss=0.643, Synergy_Loewe=-41.3, Synergy_HSA=0.260. (6) Drug 1: CC(C1=C(C=CC(=C1Cl)F)Cl)OC2=C(N=CC(=C2)C3=CN(N=C3)C4CCNCC4)N. Drug 2: CC1CCCC2(C(O2)CC(NC(=O)CC(C(C(=O)C(C1O)C)(C)C)O)C(=CC3=CSC(=N3)C)C)C. Cell line: T-47D. Synergy scores: CSS=4.37, Synergy_ZIP=2.05, Synergy_Bliss=6.59, Synergy_Loewe=2.82, Synergy_HSA=4.91.